Dataset: Merck oncology drug combination screen with 23,052 pairs across 39 cell lines. Task: Regression. Given two drug SMILES strings and cell line genomic features, predict the synergy score measuring deviation from expected non-interaction effect. (1) Drug 1: CC1(c2nc3c(C(N)=O)cccc3[nH]2)CCCN1. Drug 2: CCc1cnn2c(NCc3ccc[n+]([O-])c3)cc(N3CCCCC3CCO)nc12. Cell line: EFM192B. Synergy scores: synergy=11.0. (2) Drug 1: CN1C(=O)C=CC2(C)C3CCC4(C)C(NC(=O)OCC(F)(F)F)CCC4C3CCC12. Drug 2: NC1CCCCC1N.O=C(O)C(=O)O.[Pt+2]. Cell line: NCIH1650. Synergy scores: synergy=-0.728. (3) Synergy scores: synergy=48.3. Cell line: LNCAP. Drug 1: CN(Cc1cnc2nc(N)nc(N)c2n1)c1ccc(C(=O)NC(CCC(=O)O)C(=O)O)cc1. Drug 2: Cn1c(=O)n(-c2ccc(C(C)(C)C#N)cc2)c2c3cc(-c4cnc5ccccc5c4)ccc3ncc21. (4) Drug 1: CN(C)C(=N)N=C(N)N. Drug 2: Cn1nnc2c(C(N)=O)ncn2c1=O. Cell line: A2058. Synergy scores: synergy=0.866. (5) Drug 1: N#Cc1ccc(Cn2cncc2CN2CCN(c3cccc(Cl)c3)C(=O)C2)cc1. Drug 2: COC1CC2CCC(C)C(O)(O2)C(=O)C(=O)N2CCCCC2C(=O)OC(C(C)CC2CCC(OP(C)(C)=O)C(OC)C2)CC(=O)C(C)C=C(C)C(O)C(OC)C(=O)C(C)CC(C)C=CC=CC=C1C. Cell line: PA1. Synergy scores: synergy=31.7.